This data is from Forward reaction prediction with 1.9M reactions from USPTO patents (1976-2016). The task is: Predict the product of the given reaction. (1) The product is: [C:62]([C:46]1[CH:47]=[C:48]([O:54][CH2:55][C:56]2[CH:61]=[CH:60][CH:59]=[CH:58][CH:57]=2)[CH:49]=[C:50]([N+:51]([O-:53])=[O:52])[C:45]=1[CH:35]=[CH:34][C:33]([O:37][CH3:38])=[O:36])(=[O:64])[CH3:63]. Given the reactants F[B-](F)(F)F.C([PH+](C(C)(C)C)C(C)(C)C)(C)(C)C.C1(C(N)C2CCCCC2)CCCCC1.[C:33]([O:37][CH3:38])(=[O:36])[CH:34]=[CH2:35].FC(F)(F)S(O[C:45]1[C:50]([N+:51]([O-:53])=[O:52])=[CH:49][C:48]([O:54][CH2:55][C:56]2[CH:61]=[CH:60][CH:59]=[CH:58][CH:57]=2)=[CH:47][C:46]=1[C:62](=[O:64])[CH3:63])(=O)=O, predict the reaction product. (2) Given the reactants [Br:1][C:2]1[C:14](=[O:15])[N:13]([CH:16]2[CH2:20][CH2:19][CH2:18][CH2:17]2)[C:5]2[N:6]=[C:7](S(C)=O)[N:8]=[CH:9][C:4]=2[CH:3]=1.N[C:22]1C=CC(C(N)=O)=CN=1.O.C(OCC)C, predict the reaction product. The product is: [Br:1][C:2]1[C:14](=[O:15])[N:13]([CH:16]2[CH2:20][CH2:19][CH2:18][CH2:17]2)[C:5]2[N:6]=[C:7]([CH3:22])[N:8]=[CH:9][C:4]=2[CH:3]=1. (3) The product is: [CH3:1][O:2][C:3]([C:5]1[N:6]([CH2:25][C:26]2[CH:31]=[CH:30][CH:29]=[CH:28][CH:27]=2)[C:7](=[O:24])[C:8]2[C:13]([C:14]=1[C:38]1[CH:37]=[CH:36][CH:35]=[C:34]([CH:32]=[O:33])[CH:39]=1)=[CH:12][C:11]([Cl:23])=[CH:10][CH:9]=2)=[O:4]. Given the reactants [CH3:1][O:2][C:3]([C:5]1[N:6]([CH2:25][C:26]2[CH:31]=[CH:30][CH:29]=[CH:28][CH:27]=2)[C:7](=[O:24])[C:8]2[C:13]([C:14]=1OS(C(F)(F)F)(=O)=O)=[CH:12][C:11]([Cl:23])=[CH:10][CH:9]=2)=[O:4].[CH:32]([C:34]1[CH:35]=[C:36](B(O)O)[CH:37]=[CH:38][CH:39]=1)=[O:33], predict the reaction product. (4) Given the reactants Cl[C:2]1[N:7]=[C:6]([O:8][CH3:9])[C:5]([Cl:10])=[CH:4][N:3]=1.[NH2:11][C:12]1[CH:13]=[C:14]([C:19]2[S:23][C:22]([C:24]3([OH:28])[CH2:27][CH2:26][CH2:25]3)=[N:21][CH:20]=2)[CH:15]=[C:16]([CH3:18])[CH:17]=1.CC(C1C=C(C(C)C)C(C2C=CC=CC=2P(C2CCCCC2)C2CCCCC2)=C(C(C)C)C=1)C.C(=O)([O-])[O-].[K+].[K+], predict the reaction product. The product is: [Cl:10][C:5]1[C:6]([O:8][CH3:9])=[N:7][C:2]([NH:11][C:12]2[CH:13]=[C:14]([C:19]3[S:23][C:22]([C:24]4([OH:28])[CH2:27][CH2:26][CH2:25]4)=[N:21][CH:20]=3)[CH:15]=[C:16]([CH3:18])[CH:17]=2)=[N:3][CH:4]=1. (5) Given the reactants OS(O)(=O)=O.[OH:6][C:7]1[CH:8]=[C:9]([CH:12]=[CH:13][CH:14]=1)[C:10]#[N:11].[N:15]([O-:17])=[O:16].[Na+], predict the reaction product. The product is: [OH:6][C:7]1[C:8]([N+:15]([O-:17])=[O:16])=[C:9]([CH:12]=[CH:13][CH:14]=1)[C:10]#[N:11]. (6) Given the reactants [O:1]=[C:2]1[C:7]([CH2:8][C:9]2[CH:14]=[CH:13][C:12]([C:15]3[C:16]([C:21]#[N:22])=[CH:17][CH:18]=[CH:19][CH:20]=3)=[CH:11][CH:10]=2)=[C:6]([CH2:23][CH2:24][CH3:25])[N:5]2[N:26]=[CH:27][N:28]=[C:4]2[NH:3]1.Br[CH2:30][C:31]([C:33]1[CH:38]=[CH:37][C:36]([F:39])=[CH:35][CH:34]=1)=[O:32].C(=O)([O-])[O-].[K+].[K+].CN(C)C=O, predict the reaction product. The product is: [F:39][C:36]1[CH:37]=[CH:38][C:33]([C:31](=[O:32])[CH2:30][N:3]2[C:2](=[O:1])[C:7]([CH2:8][C:9]3[CH:10]=[CH:11][C:12]([C:15]4[C:16]([C:21]#[N:22])=[CH:17][CH:18]=[CH:19][CH:20]=4)=[CH:13][CH:14]=3)=[C:6]([CH2:23][CH2:24][CH3:25])[N:5]3[N:26]=[CH:27][N:28]=[C:4]23)=[CH:34][CH:35]=1. (7) Given the reactants [CH3:1][O:2][C:3]1[CH:4]=[CH:5][CH:6]=[C:7]2[C:20]=1[C:19]1[C:10](=[C:11]3[C:16](=[CH:17][CH:18]=1)[NH:15][C:14]([CH3:22])([CH3:21])[C:13](=[O:23])[NH:12]3)[C:9](=[O:24])[O:8]2.[C:25](=O)([O-])[O-].[Cs+].[Cs+].CI.O, predict the reaction product. The product is: [CH3:1][O:2][C:3]1[CH:4]=[CH:5][CH:6]=[C:7]2[C:20]=1[C:19]1[C:10](=[C:11]3[C:16](=[CH:17][CH:18]=1)[NH:15][C:14]([CH3:22])([CH3:21])[C:13](=[O:23])[N:12]3[CH3:25])[C:9](=[O:24])[O:8]2. (8) The product is: [CH2:26]([O:29][N:30]([C@H:13]1[CH2:12][N:11]([C:19]([O:21][C:22]([CH3:23])([CH3:25])[CH3:24])=[O:20])[C@H:10]([CH2:9][O:8][Si:1]([C:4]([CH3:5])([CH3:6])[CH3:7])([CH3:2])[CH3:3])[C:15]([CH2:16][CH3:17])=[CH:14]1)[S:31]([C:34]1[CH:39]=[CH:38][CH:37]=[CH:36][C:35]=1[N+:40]([O-:42])=[O:41])(=[O:33])=[O:32])[CH:27]=[CH2:28]. Given the reactants [Si:1]([O:8][CH2:9][C@@H:10]1[C:15]([CH2:16][CH3:17])=[CH:14][C@H:13](O)[CH2:12][N:11]1[C:19]([O:21][C:22]([CH3:25])([CH3:24])[CH3:23])=[O:20])([C:4]([CH3:7])([CH3:6])[CH3:5])([CH3:3])[CH3:2].[CH2:26]([O:29][NH:30][S:31]([C:34]1[CH:39]=[CH:38][CH:37]=[CH:36][C:35]=1[N+:40]([O-:42])=[O:41])(=[O:33])=[O:32])[CH:27]=[CH2:28].C1(P(C2C=CC=CC=2)C2C=CC=CC=2)C=CC=CC=1.N(/C(OC(C)C)=O)=N\C(OC(C)C)=O, predict the reaction product. (9) The product is: [Si:7]([O:14][CH2:15][C:16]1[N:21]=[C:20]([CH2:22][CH2:23][CH2:24][N:26]2[CH2:27][CH2:28][O:29][CH2:30][CH2:31]2)[CH:19]=[CH:18][CH:17]=1)([C:10]([CH3:13])([CH3:11])[CH3:12])([CH3:8])[CH3:9]. Given the reactants [H-].[H-].[H-].[H-].[Li+].[Al+3].[Si:7]([O:14][CH2:15][C:16]1[N:21]=[C:20]([CH2:22][CH2:23][C:24]([N:26]2[CH2:31][CH2:30][O:29][CH2:28][CH2:27]2)=O)[CH:19]=[CH:18][CH:17]=1)([C:10]([CH3:13])([CH3:12])[CH3:11])([CH3:9])[CH3:8], predict the reaction product.